From a dataset of Full USPTO retrosynthesis dataset with 1.9M reactions from patents (1976-2016). Predict the reactants needed to synthesize the given product. (1) Given the product [Br:16][CH2:17][CH2:18][CH2:19][CH2:20][O:1][C:2]1[CH:3]=[CH:4][C:5]2[C:11]([CH3:12])([CH3:13])[CH2:10][CH2:9][C:8](=[O:14])[NH:7][C:6]=2[CH:15]=1, predict the reactants needed to synthesize it. The reactants are: [OH:1][C:2]1[CH:3]=[CH:4][C:5]2[C:11]([CH3:13])([CH3:12])[CH2:10][CH2:9][C:8](=[O:14])[NH:7][C:6]=2[CH:15]=1.[Br:16][CH2:17][CH2:18][CH2:19][CH2:20]Br.C(=O)([O-])[O-].[Cs+].[Cs+]. (2) Given the product [F:28][C:19]1[CH:20]=[C:21]([C:24]([F:26])([F:27])[F:25])[CH:22]=[CH:23][C:18]=1[N:15]1[C:13]([NH2:14])=[C:12]([C:9]2[CH:10]=[CH:11][C:6]([O:5][CH3:4])=[CH:7][CH:8]=2)[N:17]=[N:16]1, predict the reactants needed to synthesize it. The reactants are: C[O-].[Na+].[CH3:4][O:5][C:6]1[CH:11]=[CH:10][C:9]([CH2:12][C:13]#[N:14])=[CH:8][CH:7]=1.[N:15]([C:18]1[CH:23]=[CH:22][C:21]([C:24]([F:27])([F:26])[F:25])=[CH:20][C:19]=1[F:28])=[N+:16]=[N-:17]. (3) Given the product [F:24][C:21]1[CH:22]=[CH:23][C:18]([C@@H:17]2[CH2:16][CH2:15][N:14]([CH3:26])[CH2:13][C@H:12]2[CH2:10][OH:9])=[CH:19][CH:20]=1, predict the reactants needed to synthesize it. The reactants are: [H-].[H-].[H-].[H-].[Li+].[Al+3].C([O:9][C:10]([C@H:12]1[C@H:17]([C:18]2[CH:23]=[CH:22][C:21]([F:24])=[CH:20][CH:19]=2)[CH2:16][C:15](=O)[N:14]([CH3:26])[C:13]1=O)=O)C. (4) Given the product [C:1]([O:5][C:6](=[O:7])[NH:8][C@H:9]1[CH2:14][C@@H:15]([C:16]2[CH:21]=[CH:20][CH:19]=[C:18]([F:22])[C:17]=2[F:23])[CH2:24][NH:25][C:10]1=[O:11])([CH3:4])([CH3:3])[CH3:2], predict the reactants needed to synthesize it. The reactants are: [C:1]([O:5][C:6]([NH:8][CH:9]([CH2:14][CH:15]([C:24]#[N:25])[C:16]1[CH:21]=[CH:20][CH:19]=[C:18]([F:22])[C:17]=1[F:23])[C:10](OC)=[O:11])=[O:7])([CH3:4])([CH3:3])[CH3:2]. (5) Given the product [CH2:2]([N:9]1[CH2:10][CH:11]=[C:12]([N:15]2[CH:20]=[C:19]([O:35][CH3:36])[C:18](=[O:21])[C:17]([C:22]3[N:26]([C:27]4[CH:32]=[CH:31][CH:30]=[CH:29][CH:28]=4)[N:25]=[CH:24][CH:23]=3)=[N:16]2)[CH2:13][CH2:14]1)[C:3]1[CH:4]=[CH:5][CH:6]=[CH:7][CH:8]=1, predict the reactants needed to synthesize it. The reactants are: [Br-].[CH2:2]([N+:9]1[CH:14]=[CH:13][C:12]([N:15]2[CH:20]=[CH:19][C:18](=[O:21])[C:17]([C:22]3[N:26]([C:27]4[CH:32]=[CH:31][CH:30]=[CH:29][CH:28]=4)[N:25]=[CH:24][CH:23]=3)=[N:16]2)=[CH:11][CH:10]=1)[C:3]1[CH:8]=[CH:7][CH:6]=[CH:5][CH:4]=1.[BH4-].[Na+].[OH2:35].[CH3:36]O. (6) Given the product [Cl:16][C:17]1[CH:23]=[CH:22][CH:21]=[C:20]([Cl:24])[C:18]=1[NH:19][C:2]1[N:7]=[C:6]([C:8]([F:11])([F:10])[F:9])[C:5]([C:12]([O:14][CH3:15])=[O:13])=[CH:4][N:3]=1, predict the reactants needed to synthesize it. The reactants are: Cl[C:2]1[N:7]=[C:6]([C:8]([F:11])([F:10])[F:9])[C:5]([C:12]([O:14][CH3:15])=[O:13])=[CH:4][N:3]=1.[Cl:16][C:17]1[CH:23]=[CH:22][CH:21]=[C:20]([Cl:24])[C:18]=1[NH2:19]. (7) Given the product [NH2:1][C:2]1[CH:7]=[CH:6][CH:5]=[CH:4][CH:3]=1.[C:2]1([NH:1][CH2:9][Si:10]([O:11][CH2:12][CH3:13])([O:17][CH2:18][CH3:19])[O:14][CH2:15][CH3:16])[CH:7]=[CH:6][CH:5]=[CH:4][CH:3]=1, predict the reactants needed to synthesize it. The reactants are: [NH2:1][C:2]1[CH:7]=[CH:6][CH:5]=[CH:4][CH:3]=1.Cl[CH2:9][Si:10]([O:17][CH2:18][CH3:19])([O:14][CH2:15][CH3:16])[O:11][CH2:12][CH3:13].C(N)CN.